The task is: Binary Classification. Given a drug SMILES string, predict its activity (active/inactive) in a high-throughput screening assay against a specified biological target.. This data is from SARS-CoV-2 main protease (3CLPro) crystallographic fragment screen with 879 compounds. The result is 0 (inactive). The compound is CC(=O)NCC1CNCCO1.